This data is from Peptide-MHC class II binding affinity with 134,281 pairs from IEDB. The task is: Regression. Given a peptide amino acid sequence and an MHC pseudo amino acid sequence, predict their binding affinity value. This is MHC class II binding data. The binding affinity (normalized) is 0.677. The peptide sequence is FKVQFLFSSMIDPLI. The MHC is DRB1_1101 with pseudo-sequence DRB1_1101.